From a dataset of Full USPTO retrosynthesis dataset with 1.9M reactions from patents (1976-2016). Predict the reactants needed to synthesize the given product. (1) Given the product [Cl:1][C:2]1[C:3]([N:13]2[CH2:18][CH2:17][N:16]([C:20]([NH:19][CH2:22][C:23]3[CH:28]=[CH:27][C:26]([CH3:29])=[CH:25][CH:24]=3)=[O:21])[CH2:15][CH2:14]2)=[N:4][CH:5]=[C:6]([CH:12]=1)[C:7]([O:9][CH2:10][CH3:11])=[O:8], predict the reactants needed to synthesize it. The reactants are: [Cl:1][C:2]1[C:3]([N:13]2[CH2:18][CH2:17][NH:16][CH2:15][CH2:14]2)=[N:4][CH:5]=[C:6]([CH:12]=1)[C:7]([O:9][CH2:10][CH3:11])=[O:8].[N:19]([CH2:22][C:23]1[CH:28]=[CH:27][C:26]([CH3:29])=[CH:25][CH:24]=1)=[C:20]=[O:21]. (2) Given the product [C:2]([C:4]1[N:5]=[CH:6][N:7]([C:9]([O:11][C:12]([CH3:15])([CH3:14])[CH3:13])=[O:10])[CH:8]=1)(=[O:1])[CH3:3], predict the reactants needed to synthesize it. The reactants are: [OH:1][CH:2]([C:4]1[N:5]=[CH:6][N:7]([C:9]([O:11][C:12]([CH3:15])([CH3:14])[CH3:13])=[O:10])[CH:8]=1)[CH3:3].